Dataset: Reaction yield outcomes from USPTO patents with 853,638 reactions. Task: Predict the reaction yield, written as a fraction of the theoretical maximum amount of product (1.0 means a 100% yield; for example, 0.34 means a 34% yield). (1) The reactants are [Br:1][C:2]1[CH:3]=[CH:4][C:5]([C:8]([N:10]([CH3:12])[CH3:11])=[O:9])=[N:6][CH:7]=1.[OH:13]O. The yield is 0.980. The product is [Br:1][C:2]1[CH:7]=[N+:6]([O-:13])[C:5]([C:8]([N:10]([CH3:12])[CH3:11])=[O:9])=[CH:4][CH:3]=1. The catalyst is CC(O)=O. (2) The reactants are [Cl:1][CH2:2][CH2:3][CH2:4][O:5][C:6]1[C:11]([F:12])=[CH:10][C:9]([C:13](=O)[CH3:14])=[CH:8][C:7]=1[F:16].O.[C:18]([OH:22])(=O)[CH:19]=O.O.[NH2:24][NH2:25]. The catalyst is C(O)(=O)C. The product is [Cl:1][CH2:2][CH2:3][CH2:4][O:5][C:6]1[C:11]([F:12])=[CH:10][C:9]([C:13]2[CH:14]=[CH:19][C:18](=[O:22])[NH:24][N:25]=2)=[CH:8][C:7]=1[F:16]. The yield is 0.590. (3) The reactants are [CH:1]([N:4]([S:17]([C:20]1[S:21][CH:22]=[CH:23][CH:24]=1)(=[O:19])=[O:18])[C:5]1[CH:6]=[CH:7][CH:8]=[C:9]2[C:13]=1[NH:12][C:11]([C:14]([NH2:16])=O)=[CH:10]2)([CH3:3])[CH3:2].COC1C=CC(P2(SP(C3C=CC(OC)=CC=3)(=S)S2)=[S:34])=CC=1. The catalyst is O1CCCC1. The product is [CH:1]([N:4]([S:17]([C:20]1[S:21][CH:22]=[CH:23][CH:24]=1)(=[O:19])=[O:18])[C:5]1[CH:6]=[CH:7][CH:8]=[C:9]2[C:13]=1[NH:12][C:11]([C:14](=[S:34])[NH2:16])=[CH:10]2)([CH3:3])[CH3:2]. The yield is 0.440. (4) The reactants are [OH-].[K+].[CH3:3][C@@H:4]1[CH2:8][CH2:7][C:6](=O)[CH:5]1[C:10]([O:12]CC)=O.[NH2:15][C:16]([NH2:18])=[S:17]. The catalyst is O.C(O)C. The product is [SH:17][C:16]1[N:15]=[C:10]([OH:12])[C:5]2[C@H:4]([CH3:3])[CH2:8][CH2:7][C:6]=2[N:18]=1. The yield is 0.560. (5) The reactants are [Cl:1][C:2]1[CH:7]=[C:6]([F:8])[CH:5]=[C:4]([F:9])[C:3]=1[O:10][CH3:11].C([Li])CCC.[I:17]I.OS([O-])=O.[Na+]. The catalyst is C1COCC1.CCOCC. The product is [Cl:1][C:2]1[CH:7]=[C:6]([F:8])[C:5]([I:17])=[C:4]([F:9])[C:3]=1[O:10][CH3:11]. The yield is 0.910. (6) The reactants are [C:1]([O:4][CH2:5][C:6]1[C:7]([N:21]2[C:33](=[O:34])[C:32]3[S:31][C:30]4[CH2:29][CH2:28][CH2:27][CH2:26][C:25]=4[C:24]=3[CH:23]=[N:22]2)=[N:8][CH:9]=[CH:10][C:11]=1B1OC(C)(C)C(C)(C)O1)(=[O:3])[CH3:2].Br[C:36]1[CH:37]=[C:38]([NH:44][C:45]2[CH:49]=[C:48]([CH3:50])[O:47][N:46]=2)[C:39](=[O:43])[N:40]([CH3:42])[CH:41]=1.[O-]P([O-])([O-])=O.[K+].[K+].[K+].C([O-])(=O)C.[Na+]. The catalyst is C1C=CC(P(C2C=CC=CC=2)[C-]2C=CC=C2)=CC=1.C1C=CC(P(C2C=CC=CC=2)[C-]2C=CC=C2)=CC=1.Cl[Pd]Cl.[Fe+2].C(#N)C.O. The product is [C:1]([O:4][CH2:5][C:6]1[C:7]([N:21]2[C:33](=[O:34])[C:32]3[S:31][C:30]4[CH2:29][CH2:28][CH2:27][CH2:26][C:25]=4[C:24]=3[CH:23]=[N:22]2)=[N:8][CH:9]=[CH:10][C:11]=1[C:36]1[CH:37]=[C:38]([NH:44][C:45]2[CH:49]=[C:48]([CH3:50])[O:47][N:46]=2)[C:39](=[O:43])[N:40]([CH3:42])[CH:41]=1)(=[O:3])[CH3:2]. The yield is 0.600.